This data is from Forward reaction prediction with 1.9M reactions from USPTO patents (1976-2016). The task is: Predict the product of the given reaction. Given the reactants [O:1]1[C:7]2[CH:8]=[C:9]([C:12]([O:14][CH3:15])=[O:13])[CH:10]=[N:11][C:6]=2[CH2:5][NH:4][CH2:3][CH2:2]1.[N:16]([C:19]1[CH:24]=[CH:23][C:22]([O:25][CH3:26])=[CH:21][CH:20]=1)=[C:17]=[O:18].CCN(CC)CC, predict the reaction product. The product is: [CH3:26][O:25][C:22]1[CH:23]=[CH:24][C:19]([NH:16][C:17]([N:4]2[CH2:5][C:6]3[N:11]=[CH:10][C:9]([C:12]([O:14][CH3:15])=[O:13])=[CH:8][C:7]=3[O:1][CH2:2][CH2:3]2)=[O:18])=[CH:20][CH:21]=1.